Predict the reactants needed to synthesize the given product. From a dataset of Full USPTO retrosynthesis dataset with 1.9M reactions from patents (1976-2016). (1) Given the product [F:18][C:19]1[C:27]2[N:26]=[C:25]([CH2:28][CH:29]3[CH2:34][CH2:33][CH2:32][CH2:31][N:30]3[C:15]([C:9]3[N:10]=[C:11]([CH2:13][OH:14])[S:12][C:8]=3[C:5]3[CH:4]=[CH:3][C:2]([F:1])=[CH:7][CH:6]=3)=[O:17])[NH:24][C:23]=2[CH:22]=[CH:21][C:20]=1[F:35], predict the reactants needed to synthesize it. The reactants are: [F:1][C:2]1[CH:7]=[CH:6][C:5]([C:8]2[S:12][C:11]([CH2:13][OH:14])=[N:10][C:9]=2[C:15]([OH:17])=O)=[CH:4][CH:3]=1.[F:18][C:19]1[C:27]2[N:26]=[C:25]([CH2:28][CH:29]3[CH2:34][CH2:33][CH2:32][CH2:31][NH:30]3)[NH:24][C:23]=2[CH:22]=[CH:21][C:20]=1[F:35].CCN=C=NCCCN(C)C.Cl.ON1C2C=CC=CC=2N=N1. (2) Given the product [NH2:11][C@@H:12]([CH2:15][NH:16][C:17]([O:19][C:20]([CH3:23])([CH3:22])[CH3:21])=[O:18])[CH2:13][OH:14], predict the reactants needed to synthesize it. The reactants are: C(OC([NH:11][C@@H:12]([CH2:15][NH:16][C:17]([O:19][C:20]([CH3:23])([CH3:22])[CH3:21])=[O:18])[CH2:13][OH:14])=O)C1C=CC=CC=1. (3) Given the product [NH2:14][C:12]1[CH:13]=[C:8]([CH:9]=[C:10]([C:18]#[N:19])[C:11]=1[CH3:17])[C:7]([NH:6][CH2:5][C:4]1[CH:21]=[CH:22][CH:23]=[C:2]([Cl:1])[CH:3]=1)=[O:20], predict the reactants needed to synthesize it. The reactants are: [Cl:1][C:2]1[CH:3]=[C:4]([CH:21]=[CH:22][CH:23]=1)[CH2:5][NH:6][C:7](=[O:20])[C:8]1[CH:13]=[C:12]([N+:14]([O-])=O)[C:11]([CH3:17])=[C:10]([C:18]#[N:19])[CH:9]=1.[Sn](Cl)Cl.NC1C=CC=CC=1. (4) The reactants are: [CH2:1]([P:3]([O-:9])[O:4][CH2:5][CH2:6][CH2:7][CH3:8])[CH3:2].[C:10]([OH:14])(=[O:13])[CH:11]=[CH2:12]. Given the product [CH2:1]([P:3]([O:4][CH2:5][CH2:6][CH2:7][CH3:8])([CH2:12][CH2:11][C:10]([OH:14])=[O:13])=[O:9])[CH3:2], predict the reactants needed to synthesize it. (5) Given the product [Cl:1][C:2]1[CH:7]=[C:6]([F:8])[CH:5]=[C:4]([Cl:9])[C:3]=1[O:14][CH2:11][CH3:18], predict the reactants needed to synthesize it. The reactants are: [Cl:1][C:2]1[CH:7]=[C:6]([F:8])[CH:5]=[C:4]([Cl:9])[C:3]=1O.[C:11]([O-:14])([O-])=O.[K+].[K+].O.[CH3:18]N(C=O)C. (6) Given the product [Cl:8][C:4]1[C:5]([CH:14]=[O:15])=[N:6][CH:7]=[C:2]([N:10]([CH3:9])[CH2:11][CH2:12][CH3:13])[N:3]=1, predict the reactants needed to synthesize it. The reactants are: Cl[C:2]1[CH:7]=[N:6][CH:5]=[C:4]([Cl:8])[N:3]=1.[CH3:9][NH:10][CH2:11][CH2:12][CH3:13].[C:14](=O)([O-])[O-:15].[K+].[K+].P(Cl)(Cl)(Cl)=O. (7) Given the product [CH2:3]=[C:2]1[C:13]2=[N:14][CH:15]=[CH:16][CH:17]=[C:12]2[N:4]([C:5]([O:6][C:7]([CH3:10])([CH3:9])[CH3:8])=[O:11])[CH2:1]1, predict the reactants needed to synthesize it. The reactants are: [CH2:1]([N:4]([C:12]1[C:13](Br)=[N:14][CH:15]=[CH:16][CH:17]=1)[C:5](=[O:11])[O:6][C:7]([CH3:10])([CH3:9])[CH3:8])[CH:2]=[CH2:3].C1C=CC(P(C2C=CC=CC=2)C2C=CC=CC=2)=CC=1.CC([O-])=O.[K+]. (8) Given the product [CH:29]1([NH:32][C:2]2[CH:9]=[CH:8][C:7]([CH2:10][O:11][N:12]=[C:13]3[CH2:14][CH2:15][N:16]([S:19]([C:22]4[CH:23]=[CH:24][C:25]([F:28])=[CH:26][CH:27]=4)(=[O:21])=[O:20])[CH2:17][CH2:18]3)=[CH:6][C:3]=2[C:4]#[N:5])[CH2:31][CH2:30]1, predict the reactants needed to synthesize it. The reactants are: F[C:2]1[CH:9]=[CH:8][C:7]([CH2:10][O:11][N:12]=[C:13]2[CH2:18][CH2:17][N:16]([S:19]([C:22]3[CH:27]=[CH:26][C:25]([F:28])=[CH:24][CH:23]=3)(=[O:21])=[O:20])[CH2:15][CH2:14]2)=[CH:6][C:3]=1[C:4]#[N:5].[CH:29]1([NH2:32])[CH2:31][CH2:30]1.